Dataset: Full USPTO retrosynthesis dataset with 1.9M reactions from patents (1976-2016). Task: Predict the reactants needed to synthesize the given product. (1) Given the product [CH3:1][C:2]1([CH3:24])[CH2:11][C:10]2[C:5](=[C:6]3[CH2:15][C:14]([CH3:16])([CH3:17])[O:13][C:7]3=[C:8]([OH:12])[C:9]=2[CH2:25][CH2:26][CH3:27])[C:4]([C:18]2[CH:19]=[CH:20][CH:21]=[CH:22][CH:23]=2)=[N:3]1, predict the reactants needed to synthesize it. The reactants are: [CH3:1][C:2]1([CH3:24])[CH2:11][C:10]2[C:5](=[C:6]3[CH2:15][C:14]([CH3:17])([CH3:16])[O:13][C:7]3=[C:8]([OH:12])[CH:9]=2)[C:4]([C:18]2[CH:23]=[CH:22][CH:21]=[CH:20][CH:19]=2)=[N:3]1.[CH3:25][CH:26](O)[CH3:27].S(=O)(=O)(O)O.C(=O)([O-])O.[Na+]. (2) Given the product [Cl:10][C:7]1[CH:6]=[C:3]2[C:2](=[CH:9][CH:8]=1)[N:1]=[C:13]([NH2:14])[N:5]=[C:4]2[NH2:28], predict the reactants needed to synthesize it. The reactants are: [NH2:1][C:2]1[CH:9]=[CH:8][C:7]([Cl:10])=[CH:6][C:3]=1[C:4]#[N:5].Cl.Cl[C:13](N)=[NH:14].S1(CCCC1)(=O)=O.CS(C)(=O)=O.[NH3:28].